This data is from Antibody paratope prediction from SAbDab with 1,023 antibody chains. The task is: Token-level Classification. Given an antibody amino acid sequence, predict which amino acid positions are active in antigen binding. Output is a list of indices for active paratope positions. (1) Given the antibody sequence: EIVLTQSPGTLSLSPGERATLSCRTSQSVSSSYLAWYQQKPGQAPRLLMYGASSRATGIPDRFSGSGSGTDFTLTISRLEPEDFAVYYCQQYGNSFGQGTRLEIK, which amino acid positions are active in antigen binding (paratope)? The paratope positions are: [30]. (2) Given the antibody sequence: QVTLRESGPALVKPTQTLTLTCTVSGFSLSAYSVNWIRQPPGKALEWLAMIWGDGKIVYNSALKSRLTISKDTSKNQVVLTMTNMDPVDTATYYCAGDGYYPYAMDNWGQGSLVTVSS, which amino acid positions are active in antigen binding (paratope)? The paratope positions are: [52, 82, 83, 84, 103, 104].